From a dataset of Catalyst prediction with 721,799 reactions and 888 catalyst types from USPTO. Predict which catalyst facilitates the given reaction. (1) Reactant: [N:1]1[N:5]2[CH:6]=[CH:7][C:8]([NH:10][CH2:11][C@@H:12]3[CH2:16][CH2:15][CH2:14][N:13]3[C:17]([O:19][C:20]([CH3:23])([CH3:22])[CH3:21])=[O:18])=[N:9][C:4]2=[CH:3][CH:2]=1.C1C(=O)N([I:31])C(=O)C1. Product: [I:31][C:3]1[CH:2]=[N:1][N:5]2[CH:6]=[CH:7][C:8]([NH:10][CH2:11][C@@H:12]3[CH2:16][CH2:15][CH2:14][N:13]3[C:17]([O:19][C:20]([CH3:23])([CH3:22])[CH3:21])=[O:18])=[N:9][C:4]=12. The catalyst class is: 3. (2) Reactant: [Br:1][C:2]1[C:3]([C:9]([OH:11])=[O:10])=[C:4]([CH:7]=[O:8])[S:5][CH:6]=1.C([O-])([O-])=O.[K+].[K+].I[CH2:19][CH3:20]. Product: [CH2:19]([O:10][C:9]([C:3]1[C:2]([Br:1])=[CH:6][S:5][C:4]=1[CH:7]=[O:8])=[O:11])[CH3:20]. The catalyst class is: 3.